This data is from Experimentally validated miRNA-target interactions with 360,000+ pairs, plus equal number of negative samples. The task is: Binary Classification. Given a miRNA mature sequence and a target amino acid sequence, predict their likelihood of interaction. (1) The miRNA is hsa-miR-3671 with sequence AUCAAAUAAGGACUAGUCUGCA. The protein sequence of the target gene is MKHIINSYENINNTARNNSDCPRVVLPEEIFFTISIVGVLENLIVLLAVFKNKNLQAPMYFFICSLAISDMLGSLYKILENILIILRNMGYLKPRGSFETTADDIIDSLFVLSLLGSIFSLSVIAADRYITIFHALRYHSIVTMRRTVVVLTVIWTFCTGTGITMVIFSHHVPTVITFTSLFPLMLVFILCLYVHMFLLARSHTRKISTLPRANMKGAITLTILLGVFIFCWAPFVLHVLLMTFCPSNPYCACYMSLFQVNGMLIMCNAVIDPFIYAFRSPELRDAFKKMIFCSRYW. Result: 1 (interaction). (2) The miRNA is hsa-miR-1295a with sequence UUAGGCCGCAGAUCUGGGUGA. The protein sequence of the target gene is MVEMLPTVAVLVLAVSVVAKDNTTCDGPCGLRFRQNSQAGTRIVSGQSAQLGAWPWMVSLQIFTSHNSRRYHACGGSLLNSHWVLTAAHCFDNKKKVYDWRLVFGAQEIEYGRNKPVKEPQQERYVQKIVIHEKYNVVTEGNDIALLKITPPVTCGNFIGPCCLPHFKAGPPQIPHTCYVTGWGYIKEKAPRPSPVLMEARVDLIDLDLCNSTQWYNGRVTSTNVCAGYPEGKIDTCQGDSGGPLMCRDNVDSPFVVVGITSWGVGCARAKRPGVYTATWDYLDWIASKIGPNALHLIQP.... Result: 0 (no interaction).